Task: Predict the reactants needed to synthesize the given product.. Dataset: Full USPTO retrosynthesis dataset with 1.9M reactions from patents (1976-2016) Given the product [CH2:55]([O:70][C:9]1[C:14]([CH2:15][N:16]2[CH2:25][CH2:24][C:23]3[C:18](=[C:19]([CH3:29])[C:20]([C:26]([N:33]([CH3:35])[CH3:34])=[O:27])=[CH:21][CH:22]=3)[C:17]2=[O:30])=[C:13]([CH3:31])[CH:12]=[C:11]([CH3:32])[N:10]=1)[C:56]1[CH:38]=[CH:37][CH:59]=[CH:58][CH:57]=1, predict the reactants needed to synthesize it. The reactants are: C(O[C:9]1[C:14]([CH2:15][N:16]2[CH2:25][CH2:24][C:23]3[C:18](=[C:19]([CH3:29])[C:20]([C:26](O)=[O:27])=[CH:21][CH:22]=3)[C:17]2=[O:30])=[C:13]([CH3:31])[CH:12]=[C:11]([CH3:32])[N:10]=1)C1C=CC=CC=1.[NH:33]([CH3:35])[CH3:34].Cl.[CH3:37][CH2:38]N(C(C)C)C(C)C.CN(C(ON1N=N[C:56]2[CH:57]=[CH:58][CH:59]=N[C:55]1=2)=[N+](C)C)C.F[P-](F)(F)(F)(F)F.[OH2:70].